Dataset: Forward reaction prediction with 1.9M reactions from USPTO patents (1976-2016). Task: Predict the product of the given reaction. (1) Given the reactants [SH:1][C:2]1[NH:3][C:4]([C:10]2[CH:15]=[CH:14][CH:13]=[CH:12][CH:11]=2)=[C:5]([C:7]([OH:9])=O)[N:6]=1.[Cl:16][C:17]1[CH:18]=[C:19]([N:23]2[CH2:28][CH2:27][NH:26][CH2:25][CH2:24]2)[CH:20]=[CH:21][CH:22]=1.Cl.CN(C)CCCN=C=NCC.O.ON1C2C=CC=CC=2N=N1, predict the reaction product. The product is: [Cl:16][C:17]1[CH:18]=[C:19]([N:23]2[CH2:28][CH2:27][N:26]([C:7]([C:5]3[N:6]=[C:2]([SH:1])[NH:3][C:4]=3[C:10]3[CH:15]=[CH:14][CH:13]=[CH:12][CH:11]=3)=[O:9])[CH2:25][CH2:24]2)[CH:20]=[CH:21][CH:22]=1. (2) Given the reactants CCN(C(C)C)[CH:4]([CH3:6])[CH3:5].C1C2C(=CC=CC=2)C=CC=1C(O)=[O:21].C1C=CC2N(O)N=NC=2C=1.CCN=C=NCCCN(C)C.Cl.[NH2:45][CH2:46][C:47]([N:49]1[CH2:54][CH2:53][N:52]([C:55](=[O:66])[C:56]2[CH:61]=[CH:60][CH:59]=[CH:58][C:57]=2[C:62](F)(F)F)[CH2:51][CH2:50]1)=O.[F:67][C:68]1[CH:69]=[CH:70][C:71]([C:77]([F:80])([F:79])[F:78])=[C:72]([CH:76]=1)[C:73]([OH:75])=O, predict the reaction product. The product is: [F:67][C:68]1[CH:69]=[CH:70][C:71]([C:77]([F:80])([F:79])[F:78])=[C:72]([CH:76]=1)[C:73]([N:45]1[CH2:46][CH2:47][N:49]([C:50](=[O:21])[CH2:51][NH:52][C:55]([C:56]2[C:57]3[C:58](=[CH:5][CH:4]=[CH:6][CH:62]=3)[CH:59]=[CH:60][CH:61]=2)=[O:66])[CH2:54][CH2:53]1)=[O:75]. (3) Given the reactants [N:1]1[CH:6]=[CH:5][CH:4]=[CH:3][C:2]=1[CH2:7][O:8][C:9]1[CH:18]=[C:17]([C:19]2[CH:20]=[C:21]([C:25](O)=[O:26])[CH:22]=[N:23][CH:24]=2)[C:16]2[CH2:15][CH2:14][CH2:13][CH2:12][C:11]=2[N:10]=1.[CH:28]1([NH2:31])[CH2:30][CH2:29]1.F[P-](F)(F)(F)(F)F.N1(OC(N(C)C)=[N+](C)C)C2N=CC=CC=2N=N1.CCN(CC)CC, predict the reaction product. The product is: [CH:28]1([NH:31][C:25]([C:21]2[CH:22]=[N:23][CH:24]=[C:19]([C:17]3[C:16]4[CH2:15][CH2:14][CH2:13][CH2:12][C:11]=4[N:10]=[C:9]([O:8][CH2:7][C:2]4[CH:3]=[CH:4][CH:5]=[CH:6][N:1]=4)[CH:18]=3)[CH:20]=2)=[O:26])[CH2:30][CH2:29]1. (4) Given the reactants [O:1]=[C:2]1[NH:10][C:5]2=[N:6][CH:7]=[CH:8][CH:9]=[C:4]2[N:3]1[CH:11]1[CH2:16][CH2:15][N:14](C(OC(C)(C)C)=O)[CH2:13][CH2:12]1.[ClH:24], predict the reaction product. The product is: [ClH:24].[ClH:24].[NH:14]1[CH2:13][CH2:12][CH:11]([N:3]2[C:4]3[C:5](=[N:6][CH:7]=[CH:8][CH:9]=3)[NH:10][C:2]2=[O:1])[CH2:16][CH2:15]1. (5) Given the reactants [F:1][C:2]1[CH:3]=[C:4]([C:9]#[C:10][C:11]2[CH:12]=[C:13]([CH:17]=O)[CH:14]=[N:15][CH:16]=2)[CH:5]=[CH:6][C:7]=1[F:8].[ClH:19].[O:20]([NH2:22])[CH3:21].C(=O)([O-])[O-].[K+].[K+], predict the reaction product. The product is: [ClH:19].[CH3:21][O:20][N:22]=[CH:17][C:13]1[CH:14]=[N:15][CH:16]=[C:11]([C:10]#[C:9][C:4]2[CH:5]=[CH:6][C:7]([F:8])=[C:2]([F:1])[CH:3]=2)[CH:12]=1. (6) Given the reactants Br[CH2:2][C@@H:3]([C:5]1[O:9][N:8]=[C:7]([Br:10])[CH:6]=1)[OH:4].C(=O)([O-])[O-].[K+].[K+], predict the reaction product. The product is: [Br:10][C:7]1[CH:6]=[C:5]([C@@H:3]2[CH2:2][O:4]2)[O:9][N:8]=1. (7) The product is: [CH2:35]([CH:34]([C:33]1[C:28]2[N:29]([C:25]([C:21]3[S:20][C:19]([C:6]4[N:2]([CH3:1])[N:3]=[CH:4][N:5]=4)=[N:23][C:22]=3[CH3:24])=[C:26]([CH3:40])[N:27]=2)[N:30]=[C:31]([CH3:39])[CH:32]=1)[CH2:37][CH3:38])[CH3:36]. Given the reactants [CH3:1][N:2]1[CH:6]=[N:5][CH:4]=[N:3]1.C([Li])CCC.CCCCCC.Br[C:19]1[S:20][C:21]([C:25]2[N:29]3[N:30]=[C:31]([CH3:39])[CH:32]=[C:33]([CH:34]([CH2:37][CH3:38])[CH2:35][CH3:36])[C:28]3=[N:27][C:26]=2[CH3:40])=[C:22]([CH3:24])[N:23]=1, predict the reaction product. (8) Given the reactants [C:1]([OH:9])(=[O:8])[C:2]1[CH:7]=[CH:6][CH:5]=[CH:4][CH:3]=1.O[C:11]1[CH:19]=[CH:18][C:14]([C:15]([O-])=O)=[CH:13][CH:12]=1.[Na+].[OH-].[Na+].[I-].[Na+].C(Cl)C1C=CC=CC=1.CC1C=C(OC)C=CC=1, predict the reaction product. The product is: [C:1]([O:9][CH2:15][C:14]1[CH:18]=[CH:19][CH:11]=[CH:12][CH:13]=1)(=[O:8])[C:2]1[CH:7]=[CH:6][CH:5]=[CH:4][CH:3]=1.